Predict the product of the given reaction. From a dataset of Forward reaction prediction with 1.9M reactions from USPTO patents (1976-2016). (1) Given the reactants C([O:3][C:4](=O)[CH2:5][CH:6]([C:13]1[CH:14]=[C:15]2[C:19](=[CH:20][CH:21]=1)[NH:18][CH:17]=[C:16]2[C:22]#[N:23])[C:7]1[CH:12]=[CH:11][CH:10]=[CH:9][CH:8]=1)C.OCCC(C1C=CC=C2C=1C(C#N)=CN2)C1C=CC=CC=1, predict the reaction product. The product is: [OH:3][CH2:4][CH2:5][CH:6]([C:13]1[CH:14]=[C:15]2[C:19](=[CH:20][CH:21]=1)[NH:18][CH:17]=[C:16]2[C:22]#[N:23])[C:7]1[CH:8]=[CH:9][CH:10]=[CH:11][CH:12]=1. (2) Given the reactants [NH:1]1[CH2:4][CH:3]([C:5]2[CH:10]=[CH:9][C:8]([C@H:11]([C:22]3[CH:27]=[CH:26][CH:25]=[CH:24][C:23]=3[CH3:28])[CH2:12][C:13]([C:15]3[CH:20]=[CH:19][N:18]=[C:17]([CH3:21])[CH:16]=3)=O)=[CH:7][CH:6]=2)[CH2:2]1.Cl.[NH2:30][OH:31].C(=O)([O-])O.[Na+], predict the reaction product. The product is: [NH:1]1[CH2:4][CH:3]([C:5]2[CH:10]=[CH:9][C:8]([C@H:11]([C:22]3[CH:27]=[CH:26][CH:25]=[CH:24][C:23]=3[CH3:28])[CH2:12]/[C:13](/[C:15]3[CH:20]=[CH:19][N:18]=[C:17]([CH3:21])[CH:16]=3)=[N:30]\[OH:31])=[CH:7][CH:6]=2)[CH2:2]1. (3) Given the reactants [NH2:1][C:2]1[S:3][CH:4]=[CH:5][C:6]=1[C:7]([C:9]1[CH:14]=[CH:13][CH:12]=[CH:11][CH:10]=1)=O.[CH:15]1([C:18](=[O:23])[CH2:19][C:20](=O)[CH3:21])[CH2:17][CH2:16]1, predict the reaction product. The product is: [CH:15]1([C:18]([C:19]2[C:7]([C:9]3[CH:14]=[CH:13][CH:12]=[CH:11][CH:10]=3)=[C:6]3[CH:5]=[CH:4][S:3][C:2]3=[N:1][C:20]=2[CH3:21])=[O:23])[CH2:17][CH2:16]1. (4) The product is: [NH2:19][C:20]1[N:29]=[C:28]([C:30]([N:32]2[CH2:33][C:34]3[C:39](=[CH:38][CH:37]=[CH:36][CH:35]=3)[CH2:40]2)=[O:31])[C:27]2[C:22](=[CH:23][CH:24]=[C:25]([C:2]3[CH:7]=[C:6]([F:8])[C:5]([F:9])=[CH:4][C:3]=3[CH2:10][OH:11])[CH:26]=2)[N:21]=1. Given the reactants Br[C:2]1[CH:7]=[C:6]([F:8])[C:5]([F:9])=[CH:4][C:3]=1[CH2:10][OH:11].C(=O)([O-])[O-].[K+].[K+].O.[NH2:19][C:20]1[N:29]=[C:28]([C:30]([N:32]2[CH2:40][C:39]3[C:34](=[CH:35][CH:36]=[CH:37][CH:38]=3)[CH2:33]2)=[O:31])[C:27]2[C:22](=[CH:23][CH:24]=[C:25](B3OC(C)(C)C(C)(C)O3)[CH:26]=2)[N:21]=1, predict the reaction product. (5) The product is: [CH2:1]([N:5]1[CH:29]=[C:23]([C:24]([O:26][CH2:27][CH3:28])=[O:25])[C:22](=[O:21])[N:8]([C:9]2[CH:14]=[CH:13][CH:12]=[C:11]([C:15]([F:16])([F:17])[F:18])[CH:10]=2)[C:6]1=[O:7])[CH2:2][CH2:3][CH3:4]. Given the reactants [CH2:1]([NH:5][C:6]([NH:8][C:9]1[CH:14]=[CH:13][CH:12]=[C:11]([C:15]([F:18])([F:17])[F:16])[CH:10]=1)=[O:7])[CH2:2][CH2:3][CH3:4].C([O:21][CH:22]=[C:23]([C:29](OCC)=O)[C:24]([O:26][CH2:27][CH3:28])=[O:25])C.CC(C)([O-])C.[K+].C(OCC)(=O)C, predict the reaction product.